Dataset: Tyrosyl-DNA phosphodiesterase HTS with 341,365 compounds. Task: Binary Classification. Given a drug SMILES string, predict its activity (active/inactive) in a high-throughput screening assay against a specified biological target. (1) The molecule is S(c1n(c2c(n1)cc1OCCOc1c2)C(=O)c1ccc(cc1)C)C. The result is 0 (inactive). (2) The result is 0 (inactive). The drug is O=c1n(CCCC(OCC(=O)Nc2cc(cc(c2)C(=O)N)C(=O)N)=O)c(=O)c2c3c1cccc3ccc2. (3) The drug is Clc1ccc(cc1)C(=O)N\N=C\c1c(=O)c2c(oc1)cccc2. The result is 0 (inactive). (4) The result is 0 (inactive). The molecule is O(C1C(C)C=CCC(OCC(OC)C(C)C=CCC(OCC(C(OC1)=O)C)=O)=O)C. (5) The drug is Clc1c(C2CC(=O)N3C(SCN(C3)c3ccc(OCC)cc3)=C2C#N)cccc1. The result is 0 (inactive). (6) The molecule is o1c(CN(c2ncncc2c2c(cccc2)C)C)ccc1. The result is 1 (active).